This data is from Forward reaction prediction with 1.9M reactions from USPTO patents (1976-2016). The task is: Predict the product of the given reaction. (1) Given the reactants [NH2:1][C:2]1[CH:3]=[CH:4][C:5]([C:15]([CH3:19])([CH3:18])[C:16]#[N:17])=[C:6]([C:8]2[CH:13]=[CH:12][C:11]([CH3:14])=[CH:10][CH:9]=2)[CH:7]=1.[CH3:20][O:21][C:22]1[CH:23]=[C:24]([CH:28]=[CH:29][C:30]=1[O:31][CH3:32])[C:25](Cl)=[O:26].C(N(CC)CC)C, predict the reaction product. The product is: [C:16]([C:15]([CH3:19])([CH3:18])[C:5]1[C:6]([C:8]2[CH:13]=[CH:12][C:11]([CH3:14])=[CH:10][CH:9]=2)=[CH:7][C:2]([NH:1][C:25](=[O:26])[C:24]2[CH:28]=[CH:29][C:30]([O:31][CH3:32])=[C:22]([O:21][CH3:20])[CH:23]=2)=[CH:3][CH:4]=1)#[N:17]. (2) The product is: [CH2:8]([O:12][C:13]1[N:21]=[C:20]2[C:16]([N:17]=[C:18]([O:22][CH3:23])[N:19]2[CH2:32][CH2:33][CH:34]2[CH2:38][CH2:37][CH2:36][O:35]2)=[C:15]([NH2:24])[N:14]=1)[CH2:9][CH2:10][CH3:11]. Given the reactants FC(F)(F)C(O)=O.[CH2:8]([O:12][C:13]1[NH:14][C:15]([NH2:24])=[C:16]2[C:20]([N:21]=1)=[N:19][C:18]([O:22][CH3:23])=[N:17]2)[CH2:9][CH2:10][CH3:11].C(=O)([O-])[O-].[K+].[K+].Br[CH2:32][CH2:33][CH:34]1[CH2:38][CH2:37][CH2:36][O:35]1.O, predict the reaction product.